This data is from Forward reaction prediction with 1.9M reactions from USPTO patents (1976-2016). The task is: Predict the product of the given reaction. (1) Given the reactants N([C:9]([O:11][CH:12]([CH3:14])[CH3:13])=O)=N[C:9]([O:11][CH:12]([CH3:14])[CH3:13])=O.[C:15]1(P(C2C=CC=CC=2)C2C=CC=CC=2)C=CC=C[CH:16]=1.[OH:34][N:35]1[C:39](=[O:40])[C:38]2=[CH:41][CH:42]=[CH:43][CH:44]=[C:37]2[C:36]1=[O:45].[CH2:46]1COCC1, predict the reaction product. The product is: [C:12]([O:11][CH2:9][CH2:15][CH2:16][O:34][N:35]1[C:36](=[O:45])[C:37]2[C:38](=[CH:41][CH:42]=[CH:43][CH:44]=2)[C:39]1=[O:40])([CH3:13])([CH3:14])[CH3:46]. (2) Given the reactants [C:1]([O:5][C:6]([NH:8][CH2:9][C@H:10]1[CH2:15][CH2:14][C@H:13]([C:16]([NH:18][C@H:19]([C:37](=[O:50])[NH:38][C:39]2[CH:44]=[CH:43][C:42]([C:45]3[NH:49][N:48]=[N:47][N:46]=3)=[CH:41][CH:40]=2)[CH2:20][C:21]2[CH:22]=[C:23]([C:27]3[C:32]([CH3:33])=[CH:31][CH:30]=[C:29]([C:34]([OH:36])=O)[CH:28]=3)[CH:24]=[CH:25][CH:26]=2)=[O:17])[CH2:12][CH2:11]1)=[O:7])([CH3:4])([CH3:3])[CH3:2].[CH3:51][O:52][CH2:53][CH2:54][O:55][CH2:56][CH2:57][O:58][CH2:59][CH2:60][NH2:61].F[P-](F)(F)(F)(F)F.CN(C(ON1C2=NC=CC=C2N=N1)=[N+](C)C)C.C(N(CC)C(C)C)(C)C, predict the reaction product. The product is: [CH3:51][O:52][CH2:53][CH2:54][O:55][CH2:56][CH2:57][O:58][CH2:59][CH2:60][NH:61][C:34]([C:29]1[CH:30]=[CH:31][C:32]([CH3:33])=[C:27]([C:23]2[CH:24]=[CH:25][CH:26]=[C:21]([CH2:20][C@H:19]([NH:18][C:16]([C@H:13]3[CH2:14][CH2:15][C@H:10]([CH2:9][NH:8][C:6](=[O:7])[O:5][C:1]([CH3:4])([CH3:3])[CH3:2])[CH2:11][CH2:12]3)=[O:17])[C:37](=[O:50])[NH:38][C:39]3[CH:40]=[CH:41][C:42]([C:45]4[NH:46][N:47]=[N:48][N:49]=4)=[CH:43][CH:44]=3)[CH:22]=2)[CH:28]=1)=[O:36]. (3) Given the reactants [NH2:1][C:2]1[CH:3]=[C:4]([CH:17]=[CH:18][CH:19]=1)[O:5][C:6]1[C:15]2[NH:14][C:13](=[O:16])[CH:12]=[N:11][C:10]=2[N:9]=[CH:8][CH:7]=1.[C:20]([C:24]1[CH:28]=[C:27]([N:29]=[C:30]=[O:31])[N:26]([C:32]2[CH:37]=[CH:36][C:35]([CH3:38])=[CH:34][CH:33]=2)[N:25]=1)([CH3:23])([CH3:22])[CH3:21], predict the reaction product. The product is: [C:20]([C:24]1[CH:28]=[C:27]([NH:29][C:30]([NH:1][C:2]2[CH:19]=[CH:18][CH:17]=[C:4]([O:5][C:6]3[C:15]4[NH:14][C:13](=[O:16])[CH:12]=[N:11][C:10]=4[N:9]=[CH:8][CH:7]=3)[CH:3]=2)=[O:31])[N:26]([C:32]2[CH:37]=[CH:36][C:35]([CH3:38])=[CH:34][CH:33]=2)[N:25]=1)([CH3:23])([CH3:22])[CH3:21]. (4) Given the reactants [H-].[Na+].[F:3][C:4]([F:8])([F:7])[CH2:5][OH:6].[Cl:9][C:10]1[CH:17]=[CH:16][C:13]([C:14]#[N:15])=[C:12](F)[CH:11]=1.Cl, predict the reaction product. The product is: [Cl:9][C:10]1[CH:17]=[CH:16][C:13]([C:14]#[N:15])=[C:12]([O:6][CH2:5][C:4]([F:8])([F:7])[F:3])[CH:11]=1. (5) Given the reactants [C:1]([O:5][C:6]([N:8]1[CH2:13][CH2:12][C:11](=O)[CH2:10][CH2:9]1)=[O:7])([CH3:4])([CH3:3])[CH3:2].[NH2:15][C:16]1[CH:21]=[CH:20][CH:19]=[CH:18][CH:17]=1, predict the reaction product. The product is: [C:1]([O:5][C:6]([N:8]1[CH2:13][CH2:12][CH:11]([NH:15][C:16]2[CH:21]=[CH:20][CH:19]=[CH:18][CH:17]=2)[CH2:10][CH2:9]1)=[O:7])([CH3:4])([CH3:3])[CH3:2]. (6) Given the reactants [C:1]([O:5][C:6](=[O:34])[NH:7][C:8]([C:10]1[S:11][C:12]([S:32][CH3:33])=[C:13]([S:15]([C:18]2[CH:19]=[C:20]([C:24]3[C:29]([CH3:30])=[CH:28][CH:27]=[CH:26][C:25]=3[NH2:31])[CH:21]=[CH:22][CH:23]=2)(=[O:17])=[O:16])[CH:14]=1)=[NH:9])([CH3:4])([CH3:3])[CH3:2].C1COCC1.[CH3:40][O:41][C:42](=[O:47])[CH2:43][C:44](Cl)=[O:45], predict the reaction product. The product is: [CH3:40][O:41][C:42](=[O:47])[CH2:43][C:44]([NH:31][C:25]1[CH:26]=[CH:27][CH:28]=[C:29]([CH3:30])[C:24]=1[C:20]1[CH:21]=[CH:22][CH:23]=[C:18]([S:15]([C:13]2[CH:14]=[C:10]([C:8]([NH:7][C:6]([O:5][C:1]([CH3:4])([CH3:3])[CH3:2])=[O:34])=[NH:9])[S:11][C:12]=2[S:32][CH3:33])(=[O:17])=[O:16])[CH:19]=1)=[O:45]. (7) Given the reactants [C:1]([NH2:5])([CH3:4])([CH3:3])[CH3:2].Cl[C:7]1[N:16]([CH3:17])[C:15](=[O:18])[C:14]2[C:9](=[C:10]([I:19])[CH:11]=[CH:12][CH:13]=2)[N:8]=1, predict the reaction product. The product is: [C:1]([NH:5][C:7]1[N:16]([CH3:17])[C:15](=[O:18])[C:14]2[C:9](=[C:10]([I:19])[CH:11]=[CH:12][CH:13]=2)[N:8]=1)([CH3:4])([CH3:3])[CH3:2].